From a dataset of Catalyst prediction with 721,799 reactions and 888 catalyst types from USPTO. Predict which catalyst facilitates the given reaction. Product: [Cl:1][C:2]1[N:7]2[N:8]=[C:9]([C:11]3[CH:16]=[CH:15][N:14]=[CH:13][CH:12]=3)[C:10]([C:17](=[O:19])[CH3:18])=[C:6]2[CH:5]=[CH:4][CH:3]=1. The catalyst class is: 10. Reactant: [Cl:1][C:2]1[N:7]2[N:8]=[C:9]([C:11]3[CH:16]=[CH:15][N:14]=[CH:13][CH:12]=3)[CH:10]=[C:6]2[CH:5]=[CH:4][CH:3]=1.[C:17](OC(=O)C)(=[O:19])[CH3:18].B(F)(F)F.